This data is from Full USPTO retrosynthesis dataset with 1.9M reactions from patents (1976-2016). The task is: Predict the reactants needed to synthesize the given product. (1) Given the product [O:3]1[CH:7]=[CH:6][CH:5]=[C:4]1[CH2:8][N:9]([CH2:17][C:16]([CH3:18])=[CH2:15])[S:10]([CH3:13])(=[O:12])=[O:11], predict the reactants needed to synthesize it. The reactants are: [H-].[Na+].[O:3]1[CH:7]=[CH:6][CH:5]=[C:4]1[CH2:8][NH:9][S:10]([CH3:13])(=[O:12])=[O:11].Br[CH2:15][CH:16]([CH3:18])[CH3:17]. (2) Given the product [Cl:2][C:3]1[CH:8]=[CH:7][C:6]([NH:9][NH:10][C:17]([O:16][C:13]([CH3:15])([CH3:14])[CH3:12])=[O:18])=[CH:5][C:4]=1[F:11], predict the reactants needed to synthesize it. The reactants are: Cl.[Cl:2][C:3]1[CH:8]=[CH:7][C:6]([NH:9][NH2:10])=[CH:5][C:4]=1[F:11].[CH3:12][C:13]([O:16][C:17](O[C:17]([O:16][C:13]([CH3:15])([CH3:14])[CH3:12])=[O:18])=[O:18])([CH3:15])[CH3:14].C([O-])([O-])=O.[Na+].[Na+].C(#N)C. (3) Given the product [CH3:12][S:13][CH2:14][CH:15]=[CH:16][N:7]1[CH2:11][CH2:10][CH2:9][CH2:8]1, predict the reactants needed to synthesize it. The reactants are: C(=O)([O-])[O-].[K+].[K+].[NH:7]1[CH2:11][CH2:10][CH2:9][CH2:8]1.[CH3:12][S:13][CH2:14][CH2:15][CH:16]=O. (4) Given the product [CH3:22][C:7]1[CH:8]=[C:9]([O:12][CH2:13][CH2:14][C@H:15]([O:17][C:33]2[CH:32]=[C:31]([O:24][C:25]3[CH:30]=[CH:29][CH:28]=[CH:27][CH:26]=3)[C:40]3[C:35](=[CH:36][CH:37]=[CH:38][CH:39]=3)[CH:34]=2)[CH3:16])[CH:10]=[CH:11][C:6]=1[CH2:5][CH2:4][C:3]([OH:2])=[O:23], predict the reactants needed to synthesize it. The reactants are: C[O:2][C:3](=[O:23])[CH2:4][CH2:5][C:6]1[CH:11]=[CH:10][C:9]([O:12][CH2:13][CH2:14][C@@H:15]([O:17]S(C)(=O)=O)[CH3:16])=[CH:8][C:7]=1[CH3:22].[O:24]([C:31]1[C:40]2[C:35](=[CH:36][CH:37]=[CH:38][CH:39]=2)[CH:34]=[C:33](O)[CH:32]=1)[C:25]1[CH:30]=[CH:29][CH:28]=[CH:27][CH:26]=1. (5) Given the product [CH3:1][O:2][C:3]([C:5]1[O:9][C:8]2[CH:10]=[CH:11][C:12]([O:14][CH3:15])=[CH:13][C:7]=2[C:6]=1[O:16][CH2:19][O:20][CH2:21][CH2:22][O:23][CH3:24])=[O:4], predict the reactants needed to synthesize it. The reactants are: [CH3:1][O:2][C:3]([C:5]1[O:9][C:8]2[CH:10]=[CH:11][C:12]([O:14][CH3:15])=[CH:13][C:7]=2[C:6]=1[OH:16])=[O:4].[H-].[Na+].[CH2:19](Cl)[O:20][CH2:21][CH2:22][O:23][CH3:24]. (6) The reactants are: [NH2:1][C:2]1[CH:32]=[CH:31][C:5]([O:6][C:7]2[CH:12]=[CH:11][N:10]=[CH:9][C:8]=2/[CH:13]=[CH:14]/[C:15]([N:17]2[CH2:22][CH2:21][CH:20]([NH:23][C:24](=[O:30])[O:25][C:26]([CH3:29])([CH3:28])[CH3:27])[CH2:19][CH2:18]2)=[O:16])=[C:4]([F:33])[CH:3]=1.[F:34][C:35]1[CH:40]=[CH:39][C:38]([CH2:41][C:42]([N:44]=[C:45]=[O:46])=[O:43])=[CH:37][CH:36]=1.COC1C=CC(CNC2N=CN=C(OC3C=CC(NC(NC(=O)CC4C=CC(F)=CC=4)=O)=CC=3F)C=2)=CC=1. Given the product [F:33][C:4]1[CH:3]=[C:2]([NH:1][C:45]([NH:44][C:42](=[O:43])[CH2:41][C:38]2[CH:39]=[CH:40][C:35]([F:34])=[CH:36][CH:37]=2)=[O:46])[CH:32]=[CH:31][C:5]=1[O:6][C:7]1[CH:12]=[CH:11][N:10]=[CH:9][C:8]=1/[CH:13]=[CH:14]/[C:15]([N:17]1[CH2:18][CH2:19][CH:20]([NH:23][C:24](=[O:30])[O:25][C:26]([CH3:27])([CH3:28])[CH3:29])[CH2:21][CH2:22]1)=[O:16], predict the reactants needed to synthesize it. (7) Given the product [Cl:15][C@H:3]1[C@@H:2]([NH:1][C:24]([C:19]2[NH:20][C:21]([CH2:22][CH3:23])=[C:17]([Cl:16])[N:18]=2)=[O:25])[CH2:7][CH2:6][N:5]([C:8]([O:10][C:11]([CH3:12])([CH3:14])[CH3:13])=[O:9])[CH2:4]1, predict the reactants needed to synthesize it. The reactants are: [NH2:1][C@H:2]1[CH2:7][CH2:6][N:5]([C:8]([O:10][C:11]([CH3:14])([CH3:13])[CH3:12])=[O:9])[CH2:4][C@H:3]1[Cl:15].[Cl:16][C:17]1[N:18]=[C:19]([C:24](O)=[O:25])[NH:20][C:21]=1[CH2:22][CH3:23].O.ON1C2C=CC=CC=2N=N1.CCN=C=NCCCN(C)C.Cl.C(N(CC)CC)C. (8) Given the product [F:25][CH:2]([F:1])[CH2:3][C:4]1[CH:9]=[CH:8][C:7]([CH:10]2[CH2:15][CH:14]([C:16]3[O:20][N:19]=[C:18]([CH2:21][CH2:22][O:23][CH3:24])[N:17]=3)[CH2:13][N:12]([C:34]([O:36][C:37]3[CH:38]=[CH:39][C:40]([N+:43]([O-:45])=[O:44])=[CH:41][CH:42]=3)=[O:35])[CH2:11]2)=[CH:6][CH:5]=1, predict the reactants needed to synthesize it. The reactants are: [F:1][CH:2]([F:25])[CH2:3][C:4]1[CH:9]=[CH:8][C:7]([CH:10]2[CH2:15][CH:14]([C:16]3[O:20][N:19]=[C:18]([CH2:21][CH2:22][O:23][CH3:24])[N:17]=3)[CH2:13][NH:12][CH2:11]2)=[CH:6][CH:5]=1.C(N(CC)CC)C.Cl[C:34]([O:36][C:37]1[CH:42]=[CH:41][C:40]([N+:43]([O-:45])=[O:44])=[CH:39][CH:38]=1)=[O:35]. (9) Given the product [CH3:1][C:2]1[CH:3]=[C:4]([NH2:9])[C:5]([NH2:8])=[N:6][CH:7]=1, predict the reactants needed to synthesize it. The reactants are: [CH3:1][C:2]1[CH:3]=[C:4]([N+:9]([O-])=O)[C:5]([NH2:8])=[N:6][CH:7]=1.[H][H].